From a dataset of Forward reaction prediction with 1.9M reactions from USPTO patents (1976-2016). Predict the product of the given reaction. (1) Given the reactants Cl[C:2]1[N:7]=[C:6]([CH3:8])[C:5]([CH:9]([CH2:14][CH2:15][CH3:16])[C:10]([O:12][CH3:13])=[O:11])=[C:4]([C:17]2[CH:22]=[CH:21][C:20]([CH3:23])=[CH:19][CH:18]=2)[N:3]=1.[NH2:24][C:25]1[CH:30]=[CH:29][CH:28]=[CH:27][CH:26]=1.CC1(C)C2C(=C(P(C3C=CC=CC=3)C3C=CC=CC=3)C=CC=2)OC2C(P(C3C=CC=CC=3)C3C=CC=CC=3)=CC=CC1=2, predict the reaction product. The product is: [CH3:8][C:6]1[C:5]([CH:9]([CH2:14][CH2:15][CH3:16])[C:10]([O:12][CH3:13])=[O:11])=[C:4]([C:17]2[CH:22]=[CH:21][C:20]([CH3:23])=[CH:19][CH:18]=2)[N:3]=[C:2]([NH:24][C:25]2[CH:30]=[CH:29][CH:28]=[CH:27][CH:26]=2)[N:7]=1. (2) Given the reactants [F:1][C:2]([F:17])([F:16])[C:3]([F:15])([F:14])[C:4]([F:13])([F:12])[C:5]([F:11])([F:10])[S:6]([O-:9])(=[O:8])=[O:7].O[C:19]1[CH:24]=[CH:23][C:22]([S+:25]([C:32]2[CH:37]=[CH:36][CH:35]=[CH:34][CH:33]=2)[C:26]2[CH:31]=[CH:30][CH:29]=[CH:28][CH:27]=2)=[CH:21][CH:20]=1.[CH2:38]([N:40](CC)[CH2:41][CH3:42])[CH3:39].[OH2:45].C(N(CC)[C:49](Cl)=[O:50])C, predict the reaction product. The product is: [F:17][C:2]([F:1])([F:16])[C:3]([F:14])([F:15])[C:4]([F:12])([F:13])[C:5]([F:10])([F:11])[S:6]([O-:9])(=[O:8])=[O:7].[CH2:38]([N:40]([O:45][C:49]([C:19]1[CH:24]=[CH:23][C:22]([S+:25]([C:32]2[CH:37]=[CH:36][CH:35]=[CH:34][CH:33]=2)[C:26]2[CH:31]=[CH:30][CH:29]=[CH:28][CH:27]=2)=[CH:21][CH:20]=1)=[O:50])[CH2:41][CH3:42])[CH3:39]. (3) Given the reactants [CH3:1][C:2]([CH3:68])([CH3:67])[O:3][C:4](=[O:66])[NH:5][CH2:6][CH2:7][O:8][CH2:9][CH2:10][O:11][C:12](=[O:65])[NH:13][CH2:14][CH2:15][O:16][CH2:17][CH2:18][O:19][C:20](=[O:64])[NH:21][CH2:22][CH2:23][O:24][CH2:25][CH2:26][O:27][C:28](=[O:63])[NH:29][CH2:30][CH2:31][O:32][CH2:33][CH2:34][O:35][C:36](=[O:62])[NH:37][CH2:38][CH2:39][O:40][CH2:41][CH2:42][O:43][C:44](=[O:61])[NH:45][CH2:46][CH2:47][O:48][CH2:49][CH2:50][O:51][C:52](=[O:60])[NH:53][CH2:54][C:55]([O:57]CC)=[O:56].[OH-].[Li+], predict the reaction product. The product is: [CH3:1][C:2]([CH3:68])([CH3:67])[O:3][C:4](=[O:66])[NH:5][CH2:6][CH2:7][O:8][CH2:9][CH2:10][O:11][C:12](=[O:65])[NH:13][CH2:14][CH2:15][O:16][CH2:17][CH2:18][O:19][C:20](=[O:64])[NH:21][CH2:22][CH2:23][O:24][CH2:25][CH2:26][O:27][C:28](=[O:63])[NH:29][CH2:30][CH2:31][O:32][CH2:33][CH2:34][O:35][C:36](=[O:62])[NH:37][CH2:38][CH2:39][O:40][CH2:41][CH2:42][O:43][C:44](=[O:61])[NH:45][CH2:46][CH2:47][O:48][CH2:49][CH2:50][O:51][C:52](=[O:60])[NH:53][CH2:54][C:55]([OH:57])=[O:56]. (4) The product is: [Br:24][C:25]1[CH:32]=[CH:31][C:28]([CH2:29][C:20]23[C:21](=[O:22])[N:9]([C:4]4[CH:5]=[C:6]([Cl:8])[CH:7]=[C:2]([Cl:1])[CH:3]=4)[C:10](=[O:23])[N:11]2[CH2:12][C:13]2[CH:14]=[CH:15][CH:16]=[CH:17][C:18]=2[CH2:19]3)=[CH:27][CH:26]=1. Given the reactants [Cl:1][C:2]1[CH:3]=[C:4]([N:9]2[C:21](=[O:22])[C@H:20]3[N:11]([CH2:12][C:13]4[CH:14]=[CH:15][CH:16]=[CH:17][C:18]=4[CH2:19]3)[C:10]2=[O:23])[CH:5]=[C:6]([Cl:8])[CH:7]=1.[Br:24][C:25]1[CH:32]=[CH:31][C:28]([CH2:29]Br)=[CH:27][CH:26]=1, predict the reaction product. (5) Given the reactants F[C:2]1[CH:7]=[CH:6][C:5]([S:8]([CH3:11])(=[O:10])=[O:9])=[CH:4][C:3]=1[I:12].[Cl:13]C1C=CC(S(C)(=O)=O)=CC=1N, predict the reaction product. The product is: [Cl:13][C:2]1[CH:7]=[CH:6][C:5]([S:8]([CH3:11])(=[O:10])=[O:9])=[CH:4][C:3]=1[I:12]. (6) Given the reactants [CH2:1]=[C:2]([CH2:6][CH2:7][C:8]1[CH:13]=[CH:12][CH:11]=[CH:10][N:9]=1)[C:3]([OH:5])=[O:4].[BrH:14].C(O)(=O)C, predict the reaction product. The product is: [BrH:14].[Br:14][CH2:1][CH:2]([CH2:6][CH2:7][C:8]1[CH:13]=[CH:12][CH:11]=[CH:10][N:9]=1)[C:3]([OH:5])=[O:4]. (7) Given the reactants [CH2:1]([C:3]1[CH:8]=[CH:7][C:6]([CH:9]2[CH2:14][N:13]([C:15]([N:17]3[CH2:20][CH:19]([OH:21])[CH2:18]3)=[O:16])[CH2:12][CH:11]([C:22]([OH:24])=O)[CH2:10]2)=[CH:5][CH:4]=1)[CH3:2].O[N:26]=[C:27]([NH2:32])[CH2:28][CH2:29][O:30][CH3:31], predict the reaction product. The product is: [CH2:1]([C:3]1[CH:8]=[CH:7][C:6]([CH:9]2[CH2:10][CH:11]([C:22]3[O:24][N:32]=[C:27]([CH2:28][CH2:29][O:30][CH3:31])[N:26]=3)[CH2:12][N:13]([C:15]([N:17]3[CH2:20][CH:19]([OH:21])[CH2:18]3)=[O:16])[CH2:14]2)=[CH:5][CH:4]=1)[CH3:2]. (8) Given the reactants [N+:1]([C:4]1[CH:5]=[C:6]2[C:10](=[CH:11][CH:12]=1)[NH:9][CH:8]=[CH:7]2)([O-:3])=[O:2].[CH3:13][N:14]1[CH:18]2[CH2:19][C:20]([CH2:22][CH:15]1[CH2:16][CH2:17]2)=O.OP(O)(O)=O, predict the reaction product. The product is: [CH3:13][N:14]1[CH:15]2[CH2:16][CH2:17][CH:18]1[CH2:19][C:20]([C:7]1[C:6]3[C:10](=[CH:11][CH:12]=[C:4]([N+:1]([O-:3])=[O:2])[CH:5]=3)[NH:9][CH:8]=1)=[CH:22]2.